Dataset: Catalyst prediction with 721,799 reactions and 888 catalyst types from USPTO. Task: Predict which catalyst facilitates the given reaction. (1) The catalyst class is: 353. Product: [Br:17][C:15]1[CH:14]=[CH:13][C:11]2[N:12]=[C:8]([CH2:7][CH2:6][OH:5])[S:9][C:10]=2[CH:16]=1. Reactant: [BH4-].[Na+].C([O:5][C:6](=O)[CH2:7][C:8]1[S:9][C:10]2[CH:16]=[C:15]([Br:17])[CH:14]=[CH:13][C:11]=2[N:12]=1)C. (2) Reactant: [Na].Br[C:3]1[N:11]([CH2:12][CH2:13][CH:14]([CH3:16])[CH3:15])[C:10]2[C:9](=[O:17])[N:8]([CH2:18][CH2:19][CH2:20][O:21][Si](C(C)(C)C)(C)C)[C:7](=[O:29])[N:6]([CH3:30])[C:5]=2[N:4]=1.Cl.[CH:32]([OH:35])([CH3:34])[CH3:33]. Product: [OH:21][CH2:20][CH2:19][CH2:18][N:8]1[C:9](=[O:17])[C:10]2[N:11]([CH2:12][CH2:13][CH:14]([CH3:15])[CH3:16])[C:3]([O:35][CH:32]([CH3:34])[CH3:33])=[N:4][C:5]=2[N:6]([CH3:30])[C:7]1=[O:29]. The catalyst class is: 6. (3) Reactant: [CH3:1][NH2:2].[N:3]1[CH:8]=[CH:7][C:6]([CH:9]=O)=[CH:5][CH:4]=1.[BH4-].[Na+]. Product: [CH3:1][NH:2][CH2:9][C:6]1[CH:7]=[CH:8][N:3]=[CH:4][CH:5]=1. The catalyst class is: 5.